From a dataset of Full USPTO retrosynthesis dataset with 1.9M reactions from patents (1976-2016). Predict the reactants needed to synthesize the given product. (1) The reactants are: CC(OI1(OC(C)=O)(OC(C)=O)OC(=O)C2C=CC=CC1=2)=O.[CH3:23][O:24][C:25]([CH3:30])([CH3:29])[CH2:26][CH2:27]O.COC(C)(C)CC=O.Cl.[OH:40][NH2:41]. Given the product [OH:40][N:41]=[CH:27][CH2:26][C:25]([O:24][CH3:23])([CH3:30])[CH3:29], predict the reactants needed to synthesize it. (2) Given the product [Br-:20].[C:23]1([CH2:22][CH2:21][P+:7]([C:1]2[CH:2]=[CH:3][CH:4]=[CH:5][CH:6]=2)([C:8]2[CH:13]=[CH:12][CH:11]=[CH:10][CH:9]=2)[C:14]2[CH:15]=[CH:16][CH:17]=[CH:18][CH:19]=2)[CH:28]=[CH:27][CH:26]=[CH:25][CH:24]=1, predict the reactants needed to synthesize it. The reactants are: [C:1]1([P:7]([C:14]2[CH:19]=[CH:18][CH:17]=[CH:16][CH:15]=2)[C:8]2[CH:13]=[CH:12][CH:11]=[CH:10][CH:9]=2)[CH:6]=[CH:5][CH:4]=[CH:3][CH:2]=1.[Br:20][CH2:21][CH2:22][C:23]1[CH:28]=[CH:27][CH:26]=[CH:25][CH:24]=1.